Dataset: Full USPTO retrosynthesis dataset with 1.9M reactions from patents (1976-2016). Task: Predict the reactants needed to synthesize the given product. (1) The reactants are: [CH2:1]([NH:8][C@H:9]([CH2:12][O:13][Si:14]([C:17]([CH3:20])([CH3:19])[CH3:18])([CH3:16])[CH3:15])[CH2:10][OH:11])[C:2]1[CH:7]=[CH:6][CH:5]=[CH:4][CH:3]=1.[CH2:21]([C@@H:23]1[O:25][CH2:24]1)Cl.Cl([O-])(=O)(=O)=O.[Li+].C[O-].[Na+]. Given the product [CH2:1]([N:8]1[C@H:9]([CH2:12][O:13][Si:14]([C:17]([CH3:20])([CH3:19])[CH3:18])([CH3:15])[CH3:16])[CH2:10][O:11][C@H:23]([CH2:24][OH:25])[CH2:21]1)[C:2]1[CH:7]=[CH:6][CH:5]=[CH:4][CH:3]=1, predict the reactants needed to synthesize it. (2) Given the product [CH3:2][C:1]1[O:4][N:5]=[C:6]([C:7]2[CH:12]=[CH:11][C:10]([N+:13]([O-:15])=[O:14])=[CH:9][CH:8]=2)[N:16]=1, predict the reactants needed to synthesize it. The reactants are: [C:1]([O:4]/[N:5]=[C:6](/[NH2:16])\[C:7]1[CH:12]=[CH:11][C:10]([N+:13]([O-:15])=[O:14])=[CH:9][CH:8]=1)(=O)[CH3:2].[F-].C([N+](CCCC)(CCCC)CCCC)CCC. (3) Given the product [CH3:42][N:39]([CH3:38])[C@H:28]([C:25]1[CH:24]=[N:23][C:22]([N:19]2[CH2:20][CH2:21][N:16]([C:10]3[C:9]4=[CH:8][C:7]([C:5]5[CH:4]=[N:3][N:2]([CH3:1])[CH:6]=5)=[CH:15][N:14]4[N:13]=[CH:12][N:11]=3)[CH2:17][CH2:18]2)=[N:27][CH:26]=1)[C:30]1[CH:35]=[CH:34][CH:33]=[CH:32][CH:31]=1, predict the reactants needed to synthesize it. The reactants are: [CH3:1][N:2]1[CH:6]=[C:5]([C:7]2[CH:8]=[C:9]3[N:14]([CH:15]=2)[N:13]=[CH:12][N:11]=[C:10]3[N:16]2[CH2:21][CH2:20][N:19]([C:22]3[N:27]=[CH:26][C:25]([C@H:28]([C:30]4[CH:35]=[CH:34][CH:33]=[CH:32][CH:31]=4)N)=[CH:24][N:23]=3)[CH2:18][CH2:17]2)[CH:4]=[N:3]1.C=O.[C:38]([BH3-])#[N:39].[Na+].[C:42](O)(=O)C.C([O-])(O)=O.[Na+]. (4) Given the product [CH3:29][N:20]([S:21]([C:24]1[S:25][CH:26]=[CH:27][N:28]=1)(=[O:22])=[O:23])[C:14]1[CH:15]=[CH:16][CH:17]=[C:18]2[C:13]=1[NH:12][C:11]([C:9]1[S:10][CH:6]([CH2:5][C:4]([OH:30])=[O:3])[CH2:7][N:8]=1)=[CH:19]2, predict the reactants needed to synthesize it. The reactants are: C([O:3][C:4](=[O:30])[CH2:5][CH:6]1[S:10][C:9]([C:11]2[NH:12][C:13]3[C:18]([CH:19]=2)=[CH:17][CH:16]=[CH:15][C:14]=3[N:20]([CH3:29])[S:21]([C:24]2[S:25][CH:26]=[CH:27][N:28]=2)(=[O:23])=[O:22])=[N:8][CH2:7]1)C.O1CCCC1.C(O)C.[OH-].[Na+].